This data is from Experimentally validated miRNA-target interactions with 360,000+ pairs, plus equal number of negative samples. The task is: Binary Classification. Given a miRNA mature sequence and a target amino acid sequence, predict their likelihood of interaction. (1) The miRNA is hsa-miR-365a-3p with sequence UAAUGCCCCUAAAAAUCCUUAU. The protein sequence of the target gene is MRLPRRVEDAAELRKNLKPLLEKRRRARINESLSQLKGLVLPLLGAETSRSSKLEKADILEMTVRFLQEQPATLYSSAAPGPLNSYLEGYRACLARLARVLPACSVLEPAVSARLLEHLRQRTVSDDSPSLTLPPAPAPAPSPPVPPPGSSGLWRPW. Result: 0 (no interaction). (2) The miRNA is hsa-miR-4768-3p with sequence CCAGGAGAUCCAGAGAGAAU. The protein sequence of the target gene is MAGSVADSDAVVKLDDGHLNNSLGSPVQADVYFPRLIVPFCGHIKGGMRPGKKVLVMGIVDLNPESFAISLTCGDSEDPPADVAIELKAVFTDRQLLRNSCISGERGEEQSAIPYFPFIPDQPFRVEILCEHPRFRVFVDGHQLFDFYHRIQTLSAIDTIKINGDLQITKLG. Result: 0 (no interaction).